Dataset: Full USPTO retrosynthesis dataset with 1.9M reactions from patents (1976-2016). Task: Predict the reactants needed to synthesize the given product. (1) Given the product [C:1]([O:5][C:6]([NH:8][C:9]1[O:17][C:16]2[C:11](=[N:12][CH:13]=[C:14]([CH2:18][CH2:19][CH2:20][O:21][CH3:22])[CH:15]=2)[C:10]=1[C:23]([NH:26][C:27]1[CH:28]=[N:29][CH:30]=[CH:31][C:32]=1[N:33]1[CH2:38][C@H:37]([C:39]([F:40])([F:42])[F:41])[CH2:36][C@H:35]([NH:43][C:44](=[O:50])[O:45][C:46]([CH3:48])([CH3:47])[CH3:49])[CH2:34]1)=[O:25])=[O:7])([CH3:4])([CH3:2])[CH3:3], predict the reactants needed to synthesize it. The reactants are: [C:1]([O:5][C:6]([NH:8][C:9]1[O:17][C:16]2[C:11](=[N:12][CH:13]=[C:14]([CH2:18][CH2:19][CH2:20][O:21][CH3:22])[CH:15]=2)[C:10]=1[C:23]([OH:25])=O)=[O:7])([CH3:4])([CH3:3])[CH3:2].[NH2:26][C:27]1[CH:28]=[N:29][CH:30]=[CH:31][C:32]=1[N:33]1[CH2:38][C@H:37]([C:39]([F:42])([F:41])[F:40])[CH2:36][C@H:35]([NH:43][C:44](=[O:50])[O:45][C:46]([CH3:49])([CH3:48])[CH3:47])[CH2:34]1.CN(C(ON1N=NC2C=CC=NC1=2)=[N+](C)C)C.F[P-](F)(F)(F)(F)F.CCN(C(C)C)C(C)C. (2) Given the product [CH2:3]([O:10][CH:11]1[CH2:14][CH:13]([O:15][C:21]2[CH:20]=[CH:19][N:18]=[C:17]([Cl:16])[CH:22]=2)[CH2:12]1)[C:4]1[CH:9]=[CH:8][CH:7]=[CH:6][CH:5]=1, predict the reactants needed to synthesize it. The reactants are: [H-].[Na+].[CH2:3]([O:10][CH:11]1[CH2:14][CH:13]([OH:15])[CH2:12]1)[C:4]1[CH:9]=[CH:8][CH:7]=[CH:6][CH:5]=1.[Cl:16][C:17]1[CH:22]=[C:21](F)[CH:20]=[CH:19][N:18]=1.[NH4+].[Cl-]. (3) Given the product [Cl:33][C:28]1[CH:27]=[C:26]([CH:31]=[C:30]([Cl:32])[CH:29]=1)[CH2:25][N:21]1[CH:22]=[CH:23][N:24]=[C:20]1[CH2:19][N:10]([CH2:11][C:12]1[CH:17]=[CH:16][CH:15]=[C:14]([F:18])[CH:13]=1)[CH2:9][CH2:8][NH2:7], predict the reactants needed to synthesize it. The reactants are: C(OC(=O)[NH:7][CH2:8][CH2:9][N:10]([CH2:19][C:20]1[N:21]([CH2:25][C:26]2[CH:31]=[C:30]([Cl:32])[CH:29]=[C:28]([Cl:33])[CH:27]=2)[CH:22]=[CH:23][N:24]=1)[CH2:11][C:12]1[CH:17]=[CH:16][CH:15]=[C:14]([F:18])[CH:13]=1)(C)(C)C.Cl.CCOCC. (4) Given the product [CH3:1][O:2][C:3]1[CH:8]=[C:7](/[CH:9]=[CH:25]/[C:27]([OH:29])=[O:28])[CH:6]=[CH:5][C:4]=1[O:11][CH2:12][CH2:13][CH2:14][CH2:15][CH3:16], predict the reactants needed to synthesize it. The reactants are: [CH3:1][O:2][C:3]1[CH:8]=[C:7]([CH:9]=O)[CH:6]=[CH:5][C:4]=1[OH:11].[CH2:12](Br)[CH2:13][CH2:14][CH2:15][CH3:16].C(=O)([O-])[O-].[K+].[K+].C[C:25](P(OC)(O)=O)([C:27]([O-:29])=[O:28])C.[OH-].[Na+].Cl. (5) Given the product [CH3:9][O:8][C:4]1[CH:3]=[C:2]([C:16]2[CH:17]=[C:12]([CH:13]=[CH:14][CH:15]=2)[CH:10]=[O:11])[CH:7]=[CH:6][N:5]=1, predict the reactants needed to synthesize it. The reactants are: Br[C:2]1[CH:7]=[CH:6][N:5]=[C:4]([O:8][CH3:9])[CH:3]=1.[CH:10]([C:12]1[CH:13]=[C:14](B(O)O)[CH:15]=[CH:16][CH:17]=1)=[O:11]. (6) Given the product [CH2:28]([C:2]1[C:10]2[C:9](=[O:11])[N:8]([CH3:12])[C:7](=[O:13])[N:6]([CH3:14])[C:5]=2[S:4][C:3]=1[C:15]([O:17][CH2:18][CH3:19])=[O:16])[CH:27]=[CH2:26], predict the reactants needed to synthesize it. The reactants are: Br[C:2]1[C:10]2[C:9](=[O:11])[N:8]([CH3:12])[C:7](=[O:13])[N:6]([CH3:14])[C:5]=2[S:4][C:3]=1[C:15]([O:17][CH2:18][CH3:19])=[O:16].C(=O)([O-])[O-].[Cs+].[Cs+].[CH2:26](B1OC(C)(C)C(C)(C)O1)[CH:27]=[CH2:28]. (7) Given the product [Br:1][C:2]1[CH:7]=[C:6]([CH2:8][Br:11])[CH:5]=[C:4]([Br:10])[N:3]=1, predict the reactants needed to synthesize it. The reactants are: [Br:1][C:2]1[CH:7]=[C:6]([CH2:8]O)[CH:5]=[C:4]([Br:10])[N:3]=1.[Br:11]P(Br)(C1C=CC=CC=1)(C1C=CC=CC=1)C1C=CC=CC=1. (8) Given the product [CH3:3][N:4]1[C:9](=[O:10])[C:8]2[C:11]([S:25]([CH2:28][CH2:29][CH2:30][C:31]([OH:33])=[O:32])(=[O:27])=[O:26])=[C:12]([CH2:14][C:15]3[C:24]4[C:19](=[CH:20][CH:21]=[CH:22][CH:23]=4)[CH:18]=[CH:17][CH:16]=3)[S:13][C:7]=2[N:6]([CH2:35][CH:36]([CH3:37])[CH3:38])[C:5]1=[O:39], predict the reactants needed to synthesize it. The reactants are: [OH-].[Na+].[CH3:3][N:4]1[C:9](=[O:10])[C:8]2[C:11]([S:25]([CH2:28][CH2:29][CH2:30][C:31]([O:33]C)=[O:32])(=[O:27])=[O:26])=[C:12]([CH2:14][C:15]3[C:24]4[C:19](=[CH:20][CH:21]=[CH:22][CH:23]=4)[CH:18]=[CH:17][CH:16]=3)[S:13][C:7]=2[N:6]([CH2:35][CH:36]([CH3:38])[CH3:37])[C:5]1=[O:39].Cl.